Dataset: Forward reaction prediction with 1.9M reactions from USPTO patents (1976-2016). Task: Predict the product of the given reaction. (1) Given the reactants [Cl:1][C:2]1[N:3]=[C:4]([CH2:16][CH2:17][CH3:18])[NH:5][C:6]=1[CH2:7][O:8]CC1C=CC=CC=1.CS(O)(=O)=O.[OH-].[Na+], predict the reaction product. The product is: [Cl:1][C:2]1[N:3]=[C:4]([CH2:16][CH2:17][CH3:18])[NH:5][C:6]=1[CH2:7][OH:8]. (2) Given the reactants C[N:2]([CH3:16])/[CH:3]=[CH:4]/[C:5]1[CH:12]=[C:11]([N+:13]([O-:15])=[O:14])[CH:10]=[CH:9][C:6]=1[C:7]#[N:8].[O:17]([C:19]1[CH:26]=[C:25]([O:27][CH3:28])[CH:24]=[CH:23][C:20]=1CN)[CH3:18], predict the reaction product. The product is: [CH3:18][O:17][C:19]1[CH:26]=[C:25]([O:27][CH3:28])[CH:24]=[CH:23][C:20]=1[CH2:16][N:2]1[CH:3]=[CH:4][C:5]2[C:6](=[CH:9][CH:10]=[C:11]([N+:13]([O-:15])=[O:14])[CH:12]=2)[C:7]1=[NH:8]. (3) The product is: [I:13][C:8]1[C:9]2[CH:10]=[CH:11][C:2]([CH3:1])=[N:3][C:4]=2[C:5](=[O:12])[NH:6][CH:7]=1. Given the reactants [CH3:1][C:2]1[CH:11]=[CH:10][C:9]2[CH:8]=[CH:7][NH:6][C:5](=[O:12])[C:4]=2[N:3]=1.[I:13]N1C(=O)CCC1=O, predict the reaction product. (4) Given the reactants [NH2:1][C:2]1[C:7]([C:8]([NH2:10])=[O:9])=[C:6]([N:11]2[CH2:16][CH2:15][CH:14]([C:17]3[N:18]([CH3:33])[CH:19]=[C:20]([C:22]4[CH:27]=[CH:26][C:25]([F:28])=[C:24]([C:29]([F:32])([F:31])[F:30])[CH:23]=4)[N:21]=3)[CH2:13][CH2:12]2)[N:5]=[CH:4][N:3]=1.NC1C(C#N)=C(N2CCC(C3N(C[CH2:66][N:67]([CH:69]([CH3:71])[CH3:70])[CH3:68])C=C(C4C=CC(F)=C(C(F)(F)F)C=4)N=3)CC2)N=CN=1, predict the reaction product. The product is: [NH2:1][C:2]1[C:7]([C:8]([NH2:10])=[O:9])=[C:6]([N:11]2[CH2:16][CH2:15][CH:14]([C:17]3[N:18]([CH2:33][CH2:66][N:67]([CH:69]([CH3:71])[CH3:70])[CH3:68])[CH:19]=[C:20]([C:22]4[CH:27]=[CH:26][C:25]([F:28])=[C:24]([C:29]([F:32])([F:31])[F:30])[CH:23]=4)[N:21]=3)[CH2:13][CH2:12]2)[N:5]=[CH:4][N:3]=1. (5) Given the reactants [C:1]([O:4][CH2:5][C:6]1[CH:11]=[CH:10][C:9]([O:12][CH2:13][CH2:14][O:15][C:16](=[O:18])[CH3:17])=[CH:8][N:7]=1)(=[O:3])[CH3:2].ClC1C=CC=C(C(OO)=[O:27])C=1.C(=O)(O)[O-].[Na+], predict the reaction product. The product is: [C:1]([O:4][CH2:5][C:6]1[CH:11]=[CH:10][C:9]([O:12][CH2:13][CH2:14][O:15][C:16](=[O:18])[CH3:17])=[CH:8][N+:7]=1[O-:27])(=[O:3])[CH3:2].